From a dataset of Forward reaction prediction with 1.9M reactions from USPTO patents (1976-2016). Predict the product of the given reaction. Given the reactants [CH3:1][O:2][C:3]([C:5]1[S:9][C:8]2[CH:10]=[C:11]([C:14](O)=[O:15])[CH:12]=[CH:13][C:7]=2[C:6]=1[O:17][CH2:18][C:19]([O:21][CH3:22])=[O:20])=[O:4].C(N1C=CN=C1)([N:25]1C=CN=C1)=O, predict the reaction product. The product is: [CH3:1][O:2][C:3]([C:5]1[S:9][C:8]2[CH:10]=[C:11]([C:14](=[O:15])[NH2:25])[CH:12]=[CH:13][C:7]=2[C:6]=1[O:17][CH2:18][C:19]([O:21][CH3:22])=[O:20])=[O:4].